From a dataset of Retrosynthesis with 50K atom-mapped reactions and 10 reaction types from USPTO. Predict the reactants needed to synthesize the given product. (1) Given the product COCCCN1C(=O)C(C)(C)c2ccc(COC3CN(C(=O)OC(C)(C)C)CCC3c3ccc(OCCCOCc4ccccc4OC)cc3)cc21, predict the reactants needed to synthesize it. The reactants are: COCCCN1C(=O)C(C)(C)c2ccc(CBr)cc21.COc1ccccc1COCCCOc1ccc(C2CCN(C(=O)OC(C)(C)C)CC2O)cc1. (2) Given the product CC(=O)OCC(=O)Nc1ccc(C2=NC(Cc3ccc4ccccc4c3)C(=O)N(C)c3ccc(Cl)cc32)cn1, predict the reactants needed to synthesize it. The reactants are: CC(=O)OCC(=O)Cl.CN1C(=O)C(Cc2ccc3ccccc3c2)N=C(c2ccc(N)nc2)c2cc(Cl)ccc21. (3) Given the product C=CCN(CC=C)CC(=NO)c1ccc(F)cc1, predict the reactants needed to synthesize it. The reactants are: C=CCN(CC=C)CC(=O)c1ccc(F)cc1.NO. (4) Given the product Cc1nc(CN=[N+]=[N-])ccc1OCc1ccccc1, predict the reactants needed to synthesize it. The reactants are: Cc1nc(CCl)ccc1OCc1ccccc1.[N-]=[N+]=[N-]. (5) The reactants are: CC(C)NCC(=O)c1ccc(O)c(O)c1.O=C(Cl)c1cccc2ccccc12. Given the product CC(C)NCC(=O)c1ccc(OC(=O)c2cccc3ccccc23)c(O)c1, predict the reactants needed to synthesize it.